This data is from Catalyst prediction with 721,799 reactions and 888 catalyst types from USPTO. The task is: Predict which catalyst facilitates the given reaction. Reactant: C[O:2][C:3]1[N:8]=[CH:7][C:6]2[CH:9]3[CH:12]([C:13]([O:15][CH2:16][CH3:17])=[O:14])[CH:10]3[CH2:11][C:5]=2[CH:4]=1.[Na+].[I-].C[Si](Cl)(C)C. Product: [OH:2][C:3]1[N:8]=[CH:7][C:6]2[CH:9]3[CH:12]([C:13]([O:15][CH2:16][CH3:17])=[O:14])[CH:10]3[CH2:11][C:5]=2[CH:4]=1. The catalyst class is: 23.